This data is from Peptide-MHC class I binding affinity with 185,985 pairs from IEDB/IMGT. The task is: Regression. Given a peptide amino acid sequence and an MHC pseudo amino acid sequence, predict their binding affinity value. This is MHC class I binding data. (1) The peptide sequence is RWRRRWQQLLA. The binding affinity (normalized) is 0. The MHC is Mamu-A01 with pseudo-sequence Mamu-A01. (2) The MHC is HLA-B39:01 with pseudo-sequence HLA-B39:01. The binding affinity (normalized) is 0.0847. The peptide sequence is NSTHNTPVY. (3) The peptide sequence is APLPIHTAEL. The MHC is Patr-A0401 with pseudo-sequence Patr-A0401. The binding affinity (normalized) is 0. (4) The MHC is HLA-B18:01 with pseudo-sequence HLA-B18:01. The peptide sequence is TPQDLNTML. The binding affinity (normalized) is 0. (5) The peptide sequence is QPFLQPQL. The MHC is HLA-B54:01 with pseudo-sequence HLA-B54:01. The binding affinity (normalized) is 0.191. (6) The peptide sequence is IETALRTLI. The MHC is HLA-B40:01 with pseudo-sequence HLA-B40:01. The binding affinity (normalized) is 0.304. (7) The peptide sequence is GMMVLKIVR. The MHC is HLA-A31:01 with pseudo-sequence HLA-A31:01. The binding affinity (normalized) is 0.775. (8) The peptide sequence is FRRFTQAIY. The MHC is HLA-A02:16 with pseudo-sequence HLA-A02:16. The binding affinity (normalized) is 0.0847.